From a dataset of Experimentally validated miRNA-target interactions with 360,000+ pairs, plus equal number of negative samples. Binary Classification. Given a miRNA mature sequence and a target amino acid sequence, predict their likelihood of interaction. (1) The miRNA is hsa-miR-525-5p with sequence CUCCAGAGGGAUGCACUUUCU. The protein sequence of the target gene is MSFLLPKLTSKKEVDQAIKSTAEKVLVLRFGRDEDPVCLQLDDILSKTSSDLSKMAAIYLVDVDQTAVYTQYFDISYIPSTVFFFNGQHMKVDYGSPDHTKFVGSFKTKQDFIDLIEVIYRGAMRGKLIVQSPIDPKNIPKYDLLYQDI. Result: 0 (no interaction). (2) The miRNA is hsa-let-7a-5p with sequence UGAGGUAGUAGGUUGUAUAGUU. The protein sequence of the target gene is MRPLLLLALLGWLLLAEAKGDAKPEDNLLVLTVATKETEGFRRFKRSAQFFNYKIQALGLGEDWNVEKGTSAGGGQKVRLLKKALEKHADKEDLVILFADSYDVLFASGPRELLKKFRQARSQVVFSAEELIYPDRRLETKYPVVSDGKRFLGSGGFIGYAPNLSKLVAEWEGQDSDSDQLFYTKIFLDPEKREQINITLDHRCRIFQNLDGALDEVVLKFEMGHVRARNLAYDTLPVLIHGNGPTKLQLNYLGNYIPRFWTFETGCTVCDEGLRSLKGIGDEALPTVLVGVFIEQPTPF.... Result: 1 (interaction). (3) The miRNA is hsa-miR-4422 with sequence AAAAGCAUCAGGAAGUACCCA. The protein sequence of the target gene is MTSTVQSPLYSRVFSAVFYGVISVLIVFVNKILLTNYKFPSFLFVGVGQMMATILILFFAKMFRIVQFPSLDSSIPRKIMPLPLLYFFNLISGLGGTQMINLPMFTVLRRFSILMTMILEFYILNVKASKAVKISVGLMIGGSFIAAIYDLSFDALGYTMIFINNICTAALGVYTKQKLDAKDLGKYGLMFYNCLFMLLPALCVVQYTGDLDRAYSFMLSDSMTSSVWTCFLLSCICGFVLNYSLVLCTHHNSALTTTCVGPIKNLFVTYVGMFSSGDYVFQWANFTGINVSVFGSILYT.... Result: 0 (no interaction). (4) The miRNA is hsa-miR-548ay-5p with sequence AAAAGUAAUUGUGGUUUUUGC. The protein sequence of the target gene is MSDLRRKGWWNVPDYFYSPLVFDMEEDQEDYIFGPDDEYLHTLEVHSNTLIQLERWFSPTGQTRVTVVGPLKARLWVMDMIRKVGSKNTLDKIKGKLMLLHIRSHPLTDQDLQIHLISGSSCWFPD. Result: 0 (no interaction).